The task is: Predict the reactants needed to synthesize the given product.. This data is from Full USPTO retrosynthesis dataset with 1.9M reactions from patents (1976-2016). (1) Given the product [Cl:1][C:2]1[CH:7]=[CH:6][C:5]([C:8]2[S:12][C:11]([NH2:13])=[N:10][C:9]=2[CH3:17])=[CH:4][C:3]=1[S:18]([CH3:21])(=[O:19])=[O:20], predict the reactants needed to synthesize it. The reactants are: [Cl:1][C:2]1[CH:7]=[CH:6][C:5]([C:8]2[S:12][C:11]([NH:13]C(=O)C)=[N:10][C:9]=2[CH3:17])=[CH:4][C:3]=1[S:18]([CH3:21])(=[O:20])=[O:19].NC(N)=S. (2) Given the product [CH2:1]([O:3][C:4](=[O:22])[CH2:5][C:6]1[CH:11]=[CH:10][CH:9]=[C:8]([O:12][C:13]2[CH:18]=[CH:17][C:16]([Br:19])=[CH:15][C:14]=2[CH2:20][N:23]2[CH2:27][CH2:26][CH2:25][C:24]2=[O:28])[CH:7]=1)[CH3:2], predict the reactants needed to synthesize it. The reactants are: [CH2:1]([O:3][C:4](=[O:22])[CH2:5][C:6]1[CH:11]=[CH:10][CH:9]=[C:8]([O:12][C:13]2[CH:18]=[CH:17][C:16]([Br:19])=[CH:15][C:14]=2[CH2:20]Br)[CH:7]=1)[CH3:2].[NH:23]1[CH2:27][CH2:26][CH2:25][C:24]1=[O:28].[H-].[Na+]. (3) Given the product [CH:33]([N:43]1[CH2:42][CH2:46][CH:45]([NH:44][C:16]([C:18]2[N:19]([CH2:2][C:3](=[O:4])[NH:5][C:6]3[CH:11]=[CH:10][C:9]([Cl:12])=[CH:8][CH:7]=3)[N:20]=[CH:21][C:22]=2[C:23]#[N:24])=[O:17])[CH2:47][CH2:51]1)([CH3:34])[CH3:32], predict the reactants needed to synthesize it. The reactants are: Br[CH2:2][C:3]([NH:5][C:6]1[CH:11]=[CH:10][C:9]([Cl:12])=[CH:8][CH:7]=1)=[O:4].C(O[C:16]([C:18]1[NH:19][N:20]=[CH:21][C:22]=1[C:23]#[N:24])=[O:17])C.BrCC(NC1C=[CH:34][C:33](Cl)=[CH:32]N=1)=O.C(OC([C:42]1[NH:43][N:44]=[C:45]([C:47]2SC=C[CH:51]=2)[CH:46]=1)=O)C.